From a dataset of Full USPTO retrosynthesis dataset with 1.9M reactions from patents (1976-2016). Predict the reactants needed to synthesize the given product. (1) Given the product [Br:1][C:2]1[CH:7]=[CH:6][C:5]([C@@H:8]([CH2:9][NH:10][CH3:11])[C@@H:16]([C:17]2[CH:22]=[CH:21][CH:20]=[CH:19][CH:18]=2)[OH:23])=[CH:4][C:3]=1[Cl:24], predict the reactants needed to synthesize it. The reactants are: [Br:1][C:2]1[CH:7]=[CH:6][C:5]([C@H:8]([C@H:16]([OH:23])[C:17]2[CH:22]=[CH:21][CH:20]=[CH:19][CH:18]=2)[CH2:9][NH:10][C:11](=O)OCC)=[CH:4][C:3]=1[Cl:24].Cl.CO.C(O)C. (2) Given the product [C:24]1([O:30][C:31](=[O:32])[NH:1][C:2]2[CH:3]=[CH:4][C:5]([C:8]3[N:13]4[CH:14]=[CH:15][CH:16]=[C:12]4[C:11](=[O:17])[NH:10][N:9]=3)=[CH:6][CH:7]=2)[CH:29]=[CH:28][CH:27]=[CH:26][CH:25]=1, predict the reactants needed to synthesize it. The reactants are: [NH2:1][C:2]1[CH:7]=[CH:6][C:5]([C:8]2[N:13]3[CH:14]=[CH:15][CH:16]=[C:12]3[C:11](=[O:17])[NH:10][N:9]=2)=[CH:4][CH:3]=1.N1C=CC=CC=1.[C:24]1([O:30][C:31](Cl)=[O:32])[CH:29]=[CH:28][CH:27]=[CH:26][CH:25]=1.